Dataset: Reaction yield outcomes from USPTO patents with 853,638 reactions. Task: Predict the reaction yield, written as a fraction of the theoretical maximum amount of product (1.0 means a 100% yield; for example, 0.34 means a 34% yield). (1) The reactants are [Br:1][C:2]1[C:3](I)=[C:4]([CH3:17])[C:5]([C:15]#[N:16])=[C:6]2[C:10]=1[O:9][C:8]([C:11]([CH3:14])([CH3:13])[CH3:12])=[N:7]2.[C:19]1(B2OCCCO2)[CH:24]=[CH:23][CH:22]=[CH:21][CH:20]=1.P([O-])([O-])([O-])=O.[K+].[K+].[K+].Cl. The catalyst is C1C=CC([P]([Pd]([P](C2C=CC=CC=2)(C2C=CC=CC=2)C2C=CC=CC=2)([P](C2C=CC=CC=2)(C2C=CC=CC=2)C2C=CC=CC=2)[P](C2C=CC=CC=2)(C2C=CC=CC=2)C2C=CC=CC=2)(C2C=CC=CC=2)C2C=CC=CC=2)=CC=1.CN(C)C=O. The product is [Br:1][C:2]1[C:3]([C:19]2[CH:24]=[CH:23][CH:22]=[CH:21][CH:20]=2)=[C:4]([CH3:17])[C:5]([C:15]#[N:16])=[C:6]2[C:10]=1[O:9][C:8]([C:11]([CH3:14])([CH3:13])[CH3:12])=[N:7]2. The yield is 0.440. (2) The reactants are [NH2:1][C:2]1[CH:9]=[C:8]([Br:10])[CH:7]=[CH:6][C:3]=1[CH:4]=O.[NH2:11][C:12](N)=[O:13]. The catalyst is O. The product is [Br:10][C:8]1[CH:9]=[C:2]2[C:3]([CH:4]=[N:11][C:12]([OH:13])=[N:1]2)=[CH:6][CH:7]=1. The yield is 0.950. (3) The reactants are [Cl:1][C:2]1[CH:10]=[CH:9][C:5]([C:6]([OH:8])=[O:7])=[C:4]([O:11][CH3:12])[CH:3]=1.[CH3:13]O. The catalyst is OS(O)(=O)=O. The product is [Cl:1][C:2]1[CH:10]=[CH:9][C:5]([C:6]([O:8][CH3:13])=[O:7])=[C:4]([O:11][CH3:12])[CH:3]=1. The yield is 0.960. (4) The reactants are BrC1C=NC2C3C=CC(CC(OCC)=O)=CC=3NC=2C=1.[Br:21][C:22]1[CH:23]=[C:24]([N+:38]([O-])=O)[C:25]([C:28]2[CH:33]=[CH:32][CH:31]=[CH:30][C:29]=2[S:34]([CH3:37])(=[O:36])=[O:35])=[N:26][CH:27]=1.CCN(CCOC1C=CC(CC2C=CC=CC=2)=CC=1)CC.Cl. No catalyst specified. The product is [Br:21][C:22]1[CH:27]=[N:26][C:25]2[C:28]3[C:29]([S:34]([CH3:37])(=[O:36])=[O:35])=[CH:30][CH:31]=[CH:32][C:33]=3[NH:38][C:24]=2[CH:23]=1. The yield is 0.400.